This data is from Full USPTO retrosynthesis dataset with 1.9M reactions from patents (1976-2016). The task is: Predict the reactants needed to synthesize the given product. (1) Given the product [Br:1][C:2]1[CH:7]=[CH:6][C:5]([S:8]([NH:15][CH2:13][CH3:14])(=[O:10])=[O:9])=[CH:4][C:3]=1[F:12], predict the reactants needed to synthesize it. The reactants are: [Br:1][C:2]1[CH:7]=[CH:6][C:5]([S:8](Cl)(=[O:10])=[O:9])=[CH:4][C:3]=1[F:12].[CH2:13]([NH2:15])[CH3:14]. (2) Given the product [C:16]([O:20][C:21]([C:1]1[CH:6]=[CH:5][CH:4]=[C:3]([NH2:7])[CH:2]=1)=[O:22])([CH3:19])([CH3:18])[CH3:17], predict the reactants needed to synthesize it. The reactants are: [C:1]1(N)[CH:6]=[CH:5][CH:4]=[C:3]([NH2:7])[CH:2]=1.C(NC(C)C)(C)C.[C:16]([O:20][C:21](O[C:21]([O:20][C:16]([CH3:19])([CH3:18])[CH3:17])=[O:22])=[O:22])([CH3:19])([CH3:18])[CH3:17].